From a dataset of Full USPTO retrosynthesis dataset with 1.9M reactions from patents (1976-2016). Predict the reactants needed to synthesize the given product. (1) Given the product [C:28]([O-:30])(=[O:29])[CH3:27].[C:28]([CH2:27][CH2:26][C:23]1[CH:24]=[CH:25][C:20]([C:16]2[CH:15]=[C:14]([N:12]([CH3:13])[C:11]([NH:10][CH2:3][CH2:4][CH2:5][CH2:6][CH2:7][CH2:8][CH3:9])=[O:33])[CH:19]=[CH:18][NH+:17]=2)=[CH:21][CH:22]=1)([OH:30])=[O:29], predict the reactants needed to synthesize it. The reactants are: [OH-].[Na+].[CH2:3]([NH:10][C:11](=[O:33])[N:12]([C:14]1[CH:19]=[CH:18][N:17]=[C:16]([C:20]2[CH:25]=[CH:24][C:23]([CH2:26][CH2:27][C:28]([O:30]CC)=[O:29])=[CH:22][CH:21]=2)[CH:15]=1)[CH3:13])[CH2:4][CH2:5][CH2:6][CH2:7][CH2:8][CH3:9].O1CCCC1.CO.O. (2) Given the product [C:1]([N:28]1[C:13]2=[CH:12][C:11]3[N:10]=[C:9]([CH2:5][CH:6]([CH3:8])[CH3:7])[N:18]([CH2:19][C:20]4[S:21][CH:22]=[CH:23][CH:24]=4)[C:17](=[O:25])[C:16]=3[CH:15]=[C:14]2[CH:26]=[CH:27]1)(=[O:3])[CH3:2], predict the reactants needed to synthesize it. The reactants are: [C:1](O)(=[O:3])[CH3:2].[CH2:5]([C:9]1[N:18]([CH2:19][C:20]2[S:21][CH:22]=[CH:23][CH:24]=2)[C:17](=[O:25])[C:16]2[C:11](=[CH:12][C:13]3[NH:28][CH:27]=[CH:26][C:14]=3[CH:15]=2)[N:10]=1)[CH:6]([CH3:8])[CH3:7]. (3) Given the product [CH2:1]([O:3][C:4]([C:6]1[C:7](=[O:28])[N:8]([CH2:34][C:33]2[CH:36]=[CH:37][C:30]([F:29])=[CH:31][CH:32]=2)[C:9]2[C:13]([C:14]=1[N:15]1[CH2:16][CH2:17][N:18]([C:21]([C:23]3[S:24][CH:25]=[CH:26][CH:27]=3)=[O:22])[CH2:19][CH2:20]1)=[CH:12][S:11][CH:10]=2)=[O:5])[CH3:2], predict the reactants needed to synthesize it. The reactants are: [CH2:1]([O:3][C:4]([C:6]1[C:7](=[O:28])[NH:8][C:9]2[C:13]([C:14]=1[N:15]1[CH2:20][CH2:19][N:18]([C:21]([C:23]3[S:24][CH:25]=[CH:26][CH:27]=3)=[O:22])[CH2:17][CH2:16]1)=[CH:12][S:11][CH:10]=2)=[O:5])[CH3:2].[F:29][C:30]1[CH:37]=[CH:36][C:33]([CH2:34]Br)=[CH:32][CH:31]=1. (4) Given the product [CH3:16][O:15][C:10]1[CH:11]=[C:12]2[C:7](=[CH:8][CH:9]=1)[C:6]1=[CH:17][C:2]([NH:21][N:20]([CH3:19])[C:22]3[CH:27]=[CH:26][CH:25]=[CH:24][CH:23]=3)=[N:3][C:4](=[O:18])[N:5]1[CH2:14][CH2:13]2, predict the reactants needed to synthesize it. The reactants are: Cl[C:2]1[CH:17]=[C:6]2[C:7]3[C:12]([CH2:13][CH2:14][N:5]2[C:4](=[O:18])[N:3]=1)=[CH:11][C:10]([O:15][CH3:16])=[CH:9][CH:8]=3.[CH3:19][N:20]([C:22]1[CH:27]=[CH:26][CH:25]=[CH:24][CH:23]=1)[NH2:21]. (5) Given the product [C:19]([NH:18][O:17][CH:10]([C:11]1[CH:16]=[CH:15][CH:14]=[CH:13][CH:12]=1)[C:9]([OH:26])=[O:8])([O:21][C:22]([CH3:25])([CH3:24])[CH3:23])=[O:20], predict the reactants needed to synthesize it. The reactants are: C([O:8][C:9](=[O:26])[CH:10]([O:17][NH:18][C:19]([O:21][C:22]([CH3:25])([CH3:24])[CH3:23])=[O:20])[C:11]1[CH:16]=[CH:15][CH:14]=[CH:13][CH:12]=1)C1C=CC=CC=1.[OH-].[Na+].Cl. (6) Given the product [C:1]([O:4][C@H:5]1[C@H:11]([O:12][C:13](=[O:15])[CH3:14])[C@@H:10]([O:16][C:17](=[O:19])[CH3:18])[C@:9]2([C:21]3[CH:26]=[CH:25][C:24]([Cl:27])=[C:23]([CH2:28][C:29]4[CH:34]=[CH:33][C:32]([O:35][C:36]5[CH:41]=[CH:40][C:39]([C:42](=[N:60][O:59][CH2:57][CH3:58])[CH3:43])=[CH:38][CH:37]=5)=[CH:31][CH:30]=4)[CH:22]=3)[O:20][C@@:6]1([CH2:45][O:46][C:47](=[O:49])[CH3:48])[CH2:7][O:8]2)(=[O:3])[CH3:2], predict the reactants needed to synthesize it. The reactants are: [C:1]([O:4][C@H:5]1[C@H:11]([O:12][C:13](=[O:15])[CH3:14])[C@@H:10]([O:16][C:17](=[O:19])[CH3:18])[C@:9]2([C:21]3[CH:26]=[CH:25][C:24]([Cl:27])=[C:23]([CH2:28][C:29]4[CH:34]=[CH:33][C:32]([O:35][C:36]5[CH:41]=[CH:40][C:39]([C:42](=O)[CH3:43])=[CH:38][CH:37]=5)=[CH:31][CH:30]=4)[CH:22]=3)[O:20][C@@:6]1([CH2:45][O:46][C:47](=[O:49])[CH3:48])[CH2:7][O:8]2)(=[O:3])[CH3:2].N1C=CC=CC=1.Cl.[CH2:57]([O:59][NH2:60])[CH3:58]. (7) Given the product [Cl:19][C:8]1[CH:7]=[CH:6][C:5]([CH2:4][NH:3][C:27](=[O:31])[CH:28]([CH3:30])[CH3:29])=[CH:18][C:9]=1[C:10]([NH:12][C:13]1[NH:14][CH:15]=[CH:16][N:17]=1)=[O:11], predict the reactants needed to synthesize it. The reactants are: Cl.Cl.[NH2:3][CH2:4][C:5]1[CH:6]=[CH:7][C:8]([Cl:19])=[C:9]([CH:18]=1)[C:10]([NH:12][C:13]1[NH:14][CH:15]=[CH:16][N:17]=1)=[O:11].C(N(CC)CC)C.[C:27](Cl)(=[O:31])[CH:28]([CH3:30])[CH3:29].